This data is from Full USPTO retrosynthesis dataset with 1.9M reactions from patents (1976-2016). The task is: Predict the reactants needed to synthesize the given product. (1) Given the product [CH:1]([O:4][C:5]1[CH:13]=[CH:12][C:8]([C:9]([O:11][C:21]([CH3:24])([CH3:23])[CH3:22])=[O:10])=[C:7]([C:14]2[CH:15]=[CH:16][C:17]([CH3:20])=[CH:18][CH:19]=2)[CH:6]=1)([CH3:3])[CH3:2], predict the reactants needed to synthesize it. The reactants are: [CH:1]([O:4][C:5]1[CH:13]=[CH:12][C:8]([C:9]([OH:11])=[O:10])=[C:7]([C:14]2[CH:19]=[CH:18][C:17]([CH3:20])=[CH:16][CH:15]=2)[CH:6]=1)([CH3:3])[CH3:2].[C:21](OC(O[C:21]([CH3:24])([CH3:23])[CH3:22])N(C)C)([CH3:24])([CH3:23])[CH3:22]. (2) Given the product [CH2:27]([O:34][C:35]([NH:37]/[C:38](=[CH:17]\[C:11]1[N:10]=[C:9]([NH:19][CH2:20][C:21]2[CH:26]=[CH:25][CH:24]=[CH:23][N:22]=2)[C:8]2[C:13](=[CH:14][CH:15]=[CH:16][C:7]=2[C:1]2[CH:6]=[CH:5][CH:4]=[CH:3][CH:2]=2)[N:12]=1)/[C:39]([O:41][CH3:42])=[O:40])=[O:36])[C:28]1[CH:29]=[CH:30][CH:31]=[CH:32][CH:33]=1, predict the reactants needed to synthesize it. The reactants are: [C:1]1([C:7]2[CH:16]=[CH:15][CH:14]=[C:13]3[C:8]=2[C:9]([NH:19][CH2:20][C:21]2[CH:26]=[CH:25][CH:24]=[CH:23][N:22]=2)=[N:10][C:11]([CH:17]=O)=[N:12]3)[CH:6]=[CH:5][CH:4]=[CH:3][CH:2]=1.[CH2:27]([O:34][C:35]([NH:37][CH:38](P(OC)(OC)=O)[C:39]([O:41][CH3:42])=[O:40])=[O:36])[C:28]1[CH:33]=[CH:32][CH:31]=[CH:30][CH:29]=1.CN(C)C(=N)N(C)C. (3) Given the product [CH3:1][N:2]1[C:10](=[O:11])[C:9]2[NH:8][CH:7]=[N:6][C:5]=2[N:4]([CH2:15][CH2:16][CH2:17][CH2:18][CH3:19])[C:3]1=[O:20], predict the reactants needed to synthesize it. The reactants are: [CH3:1][N:2]1[C:10](=[O:11])[C:9]2[N:8](CC=C)[CH:7]=[N:6][C:5]=2[N:4]([CH2:15][CH2:16][CH2:17][CH2:18][CH3:19])[C:3]1=[O:20].C1([SiH3])C=CC=CC=1.C(O)(=O)C. (4) The reactants are: [C:1]1([OH:11])[C:10]2[CH2:9][CH2:8][CH2:7][CH2:6][C:5]=2[CH:4]=[CH:3][CH:2]=1.[CH2:12]([O:14][C:15](=[O:19])[C:16]#[C:17][CH3:18])[CH3:13].C(=O)([O-])[O-].[K+].[K+]. Given the product [CH2:12]([O:14][C:15](=[O:19])[CH:16]=[C:17]([O:11][C:1]1[C:10]2[CH2:9][CH2:8][CH2:7][CH2:6][C:5]=2[CH:4]=[CH:3][CH:2]=1)[CH3:18])[CH3:13], predict the reactants needed to synthesize it.